From a dataset of Forward reaction prediction with 1.9M reactions from USPTO patents (1976-2016). Predict the product of the given reaction. Given the reactants [OH:1][C:2]1[CH:9]=[CH:8][C:5]([C:6]#[N:7])=[CH:4][CH:3]=1.Cl[C:11]1[C:20]2[C:15](=[C:16]([O:21][CH3:22])[CH:17]=[CH:18][CH:19]=2)[CH:14]=[C:13]([NH:23][C:24]2[CH:28]=[C:27]([CH3:29])[NH:26][N:25]=2)[N:12]=1, predict the reaction product. The product is: [CH3:29][C:27]1[NH:26][N:25]=[C:24]([NH:23][C:13]2[N:12]=[C:11]([O:1][C:2]3[CH:9]=[CH:8][C:5]([C:6]#[N:7])=[CH:4][CH:3]=3)[C:20]3[C:15]([CH:14]=2)=[C:16]([O:21][CH3:22])[CH:17]=[CH:18][CH:19]=3)[CH:28]=1.